Task: Regression. Given two drug SMILES strings and cell line genomic features, predict the synergy score measuring deviation from expected non-interaction effect.. Dataset: NCI-60 drug combinations with 297,098 pairs across 59 cell lines (1) Drug 1: CCN(CC)CCNC(=O)C1=C(NC(=C1C)C=C2C3=C(C=CC(=C3)F)NC2=O)C. Drug 2: CC1CCCC2(C(O2)CC(NC(=O)CC(C(C(=O)C(C1O)C)(C)C)O)C(=CC3=CSC(=N3)C)C)C. Cell line: A549. Synergy scores: CSS=60.4, Synergy_ZIP=5.38, Synergy_Bliss=5.58, Synergy_Loewe=-5.16, Synergy_HSA=7.10. (2) Synergy scores: CSS=6.79, Synergy_ZIP=3.70, Synergy_Bliss=11.4, Synergy_Loewe=-11.0, Synergy_HSA=-2.39. Drug 2: CN(CCCl)CCCl.Cl. Cell line: NCI-H522. Drug 1: C1=CN(C=N1)CC(O)(P(=O)(O)O)P(=O)(O)O. (3) Drug 1: CC1OCC2C(O1)C(C(C(O2)OC3C4COC(=O)C4C(C5=CC6=C(C=C35)OCO6)C7=CC(=C(C(=C7)OC)O)OC)O)O. Drug 2: CC1=C(N=C(N=C1N)C(CC(=O)N)NCC(C(=O)N)N)C(=O)NC(C(C2=CN=CN2)OC3C(C(C(C(O3)CO)O)O)OC4C(C(C(C(O4)CO)O)OC(=O)N)O)C(=O)NC(C)C(C(C)C(=O)NC(C(C)O)C(=O)NCCC5=NC(=CS5)C6=NC(=CS6)C(=O)NCCC[S+](C)C)O. Cell line: OVCAR3. Synergy scores: CSS=22.7, Synergy_ZIP=-6.57, Synergy_Bliss=-0.178, Synergy_Loewe=-1.24, Synergy_HSA=1.27. (4) Drug 1: CC1=CC=C(C=C1)C2=CC(=NN2C3=CC=C(C=C3)S(=O)(=O)N)C(F)(F)F. Drug 2: C1C(C(OC1N2C=NC3=C2NC=NCC3O)CO)O. Cell line: NCI/ADR-RES. Synergy scores: CSS=3.76, Synergy_ZIP=1.14, Synergy_Bliss=-2.71, Synergy_Loewe=-1.50, Synergy_HSA=-3.03. (5) Drug 1: CC1=C(C=C(C=C1)NC2=NC=CC(=N2)N(C)C3=CC4=NN(C(=C4C=C3)C)C)S(=O)(=O)N.Cl. Drug 2: CCC1=C2CN3C(=CC4=C(C3=O)COC(=O)C4(CC)O)C2=NC5=C1C=C(C=C5)O. Cell line: HOP-62. Synergy scores: CSS=43.3, Synergy_ZIP=6.70, Synergy_Bliss=7.87, Synergy_Loewe=-33.7, Synergy_HSA=7.76. (6) Drug 1: C1=NC2=C(N1)C(=S)N=CN2. Drug 2: C1CC(=O)NC(=O)C1N2C(=O)C3=CC=CC=C3C2=O. Cell line: HCT116. Synergy scores: CSS=22.8, Synergy_ZIP=2.78, Synergy_Bliss=6.78, Synergy_Loewe=-35.4, Synergy_HSA=1.71.